Predict which catalyst facilitates the given reaction. From a dataset of Catalyst prediction with 721,799 reactions and 888 catalyst types from USPTO. (1) Reactant: [CH3:1][O:2][C:3]1[CH:4]=[C:5]([O:15][C:16]2[CH:17]=[N:18][C:19]([S:22]([CH3:25])(=[O:24])=[O:23])=[CH:20][CH:21]=2)[CH:6]=[C:7]2[C:11]=1[NH:10][C:9]([C:12](=[S:14])[NH2:13])=[CH:8]2.[C:26]([O:31][CH2:32][CH3:33])(=[O:30])[C:27]#[C:28][CH3:29].C(P(CCCC)CCCC)CCC. Product: [CH3:1][O:2][C:3]1[CH:4]=[C:5]([O:15][C:16]2[CH:17]=[N:18][C:19]([S:22]([CH3:25])(=[O:24])=[O:23])=[CH:20][CH:21]=2)[CH:6]=[C:7]2[C:11]=1[NH:10][C:9]([C:12]1[S:14][CH:28]([CH2:27][C:26]([O:31][CH2:32][CH3:33])=[O:30])[CH2:29][N:13]=1)=[CH:8]2. The catalyst class is: 7. (2) Reactant: [O:1]1[CH2:5][CH2:4][O:3][CH:2]1[C:6]1([CH3:14])[CH:13]=[CH:12][C:9]([C:10]#[N:11])=[CH:8][CH2:7]1.[H-].[Al+3].[Li+].[H-].[H-].[H-].[OH-].[Na+]. Product: [O:1]1[CH2:5][CH2:4][O:3][CH:2]1[C:6]1([CH3:14])[CH:7]=[CH:8][C:9]([CH2:10][NH2:11])=[CH:12][CH2:13]1. The catalyst class is: 27. (3) Reactant: Cl[C:2]1[C:11]2[C:6](=[CH:7][CH:8]=[CH:9][C:10]=2[F:12])[N:5]=[CH:4][N:3]=1.[F:13][C:14]1[CH:15]=[C:16]([CH:28]=[CH:29][CH:30]=1)[CH2:17][N:18]1[C:26]2[C:21](=[CH:22][C:23]([NH2:27])=[CH:24][CH:25]=2)[CH:20]=[N:19]1.C(N(C(C)C)CC)(C)C. Product: [F:12][C:10]1[CH:9]=[CH:8][CH:7]=[C:6]2[C:11]=1[C:2]([NH:27][C:23]1[CH:22]=[C:21]3[C:26](=[CH:25][CH:24]=1)[N:18]([CH2:17][C:16]1[CH:28]=[CH:29][CH:30]=[C:14]([F:13])[CH:15]=1)[N:19]=[CH:20]3)=[N:3][CH:4]=[N:5]2. The catalyst class is: 32. (4) Reactant: [Br:1][C:2]1[C:7]2[N:8]=[C:9]([NH2:11])[S:10][C:6]=2[CH:5]=[C:4]([CH3:12])[CH:3]=1.[C:13](O[C:13]([O:15][C:16]([CH3:19])([CH3:18])[CH3:17])=[O:14])([O:15][C:16]([CH3:19])([CH3:18])[CH3:17])=[O:14]. Product: [Br:1][C:2]1[C:7]2[N:8]=[C:9]([NH:11][C:13](=[O:14])[O:15][C:16]([CH3:19])([CH3:18])[CH3:17])[S:10][C:6]=2[CH:5]=[C:4]([CH3:12])[CH:3]=1. The catalyst class is: 112. (5) Reactant: [NH2:1][CH2:2][CH2:3][N:4]([CH3:8])[CH2:5][CH2:6][OH:7].S=[C:10]1[CH2:14][S:13][C:12](=[O:15])[NH:11]1. Product: [OH:7][CH2:6][CH2:5][N:4]([CH3:8])[CH2:3][CH2:2][NH:1][C:10]1[CH2:14][S:13][C:12](=[O:15])[N:11]=1. The catalyst class is: 8. (6) Reactant: [CH2:1]([OH:4])[CH2:2][OH:3].[H-].[Na+].F[C:8]1[N:13]=[CH:12][C:11]([C:14]2[C:15]([CH3:21])=[N:16][CH:17]=[C:18]([NH2:20])[CH:19]=2)=[CH:10][C:9]=1[N:22]1[CH2:27][CH2:26][O:25][CH2:24][CH2:23]1. Product: [NH2:20][C:18]1[CH:19]=[C:14]([C:11]2[CH:12]=[N:13][C:8]([O:3][CH2:2][CH2:1][OH:4])=[C:9]([N:22]3[CH2:27][CH2:26][O:25][CH2:24][CH2:23]3)[CH:10]=2)[C:15]([CH3:21])=[N:16][CH:17]=1. The catalyst class is: 12. (7) Reactant: BrN1C(=O)CCC1=O.[S-:9][C:10]#[N:11].[K+].[N+:13]([C:16]1[CH:21]=[CH:20][C:19]([NH2:22])=[CH:18][C:17]=1[NH2:23])([O-:15])=[O:14]. Product: [N+:13]([C:16]1[CH:21]=[CH:20][C:19]([NH2:22])=[C:18]([S:9][C:10]#[N:11])[C:17]=1[NH2:23])([O-:15])=[O:14]. The catalyst class is: 5.